Task: Predict the reaction yield, written as a fraction of the theoretical maximum amount of product (1.0 means a 100% yield; for example, 0.34 means a 34% yield).. Dataset: Reaction yield outcomes from USPTO patents with 853,638 reactions (1) The product is [CH2:1]([N:8]1[C:27](=[O:28])[NH:26][C:25](=[O:30])[N:11]([C:12]2[CH:13]=[N:14][N:15]([CH2:17][C:18]3[C:19]([CH3:24])=[N:20][O:21][C:22]=3[CH3:23])[CH:16]=2)[C:9]1=[O:10])[C:2]1[CH:7]=[CH:6][CH:5]=[CH:4][CH:3]=1. The catalyst is C1COCC1. The reactants are [CH2:1]([NH:8][C:9]([NH:11][C:12]1[CH:13]=[N:14][N:15]([CH2:17][C:18]2[C:19]([CH3:24])=[N:20][O:21][C:22]=2[CH3:23])[CH:16]=1)=[O:10])[C:2]1[CH:7]=[CH:6][CH:5]=[CH:4][CH:3]=1.[C:25](=[O:30])=[N:26][C:27](Cl)=[O:28]. The yield is 0.930. (2) The reactants are Cl[C:2]1[C:3]([CH3:19])=[C:4]([CH3:18])[C:5]2[N:6]([CH:8]=[C:9]([C:11]3[CH:16]=[CH:15][C:14]([F:17])=[CH:13][CH:12]=3)[N:10]=2)[N:7]=1.[NH:20]1[CH2:25][CH2:24][NH:23][CH2:22][CH2:21]1. The catalyst is O. The product is [F:17][C:14]1[CH:15]=[CH:16][C:11]([C:9]2[N:10]=[C:5]3[C:4]([CH3:18])=[C:3]([CH3:19])[C:2]([N:20]4[CH2:25][CH2:24][NH:23][CH2:22][CH2:21]4)=[N:7][N:6]3[CH:8]=2)=[CH:12][CH:13]=1. The yield is 0.700.